Task: Regression. Given a peptide amino acid sequence and an MHC pseudo amino acid sequence, predict their binding affinity value. This is MHC class I binding data.. Dataset: Peptide-MHC class I binding affinity with 185,985 pairs from IEDB/IMGT The peptide sequence is PVVKDKIKL. The MHC is HLA-A02:02 with pseudo-sequence HLA-A02:02. The binding affinity (normalized) is 0.